This data is from Peptide-MHC class I binding affinity with 185,985 pairs from IEDB/IMGT. The task is: Regression. Given a peptide amino acid sequence and an MHC pseudo amino acid sequence, predict their binding affinity value. This is MHC class I binding data. (1) The peptide sequence is FRVVKPNSF. The MHC is HLA-B15:01 with pseudo-sequence HLA-B15:01. The binding affinity (normalized) is 0.567. (2) The peptide sequence is PTPLSPPLR. The MHC is HLA-A68:01 with pseudo-sequence HLA-A68:01. The binding affinity (normalized) is 0.106.